From a dataset of Full USPTO retrosynthesis dataset with 1.9M reactions from patents (1976-2016). Predict the reactants needed to synthesize the given product. (1) Given the product [CH3:1][O:2][C:3]1[CH:4]=[C:5]([C:9]2([C:12]([F:15])([F:13])[F:14])[N:10]=[N:11]2)[CH:6]=[CH:7][CH:8]=1, predict the reactants needed to synthesize it. The reactants are: [CH3:1][O:2][C:3]1[CH:4]=[C:5]([C:9]2([C:12]([F:15])([F:14])[F:13])[NH:11][NH:10]2)[CH:6]=[CH:7][CH:8]=1. (2) The reactants are: [CH2:1]([O:3][C:4]([C:6]1[C:15](=[O:16])[C:14]2[C:9](=[CH:10][C:11](Br)=[C:12]([CH2:17][N:18]([CH2:20][C:21]3[CH:26]=[CH:25][CH:24]=[CH:23][CH:22]=3)[CH3:19])[CH:13]=2)[N:8]([CH2:28][C:29]2[C:34]([F:35])=[CH:33][CH:32]=[CH:31][C:30]=2[F:36])[CH:7]=1)=[O:5])[CH3:2].[S:37]1[CH:41]=[CH:40][C:39](B(O)O)=[CH:38]1. Given the product [CH2:1]([O:3][C:4]([C:6]1[C:15](=[O:16])[C:14]2[C:9](=[CH:10][C:11]([C:39]3[CH:40]=[CH:41][S:37][CH:38]=3)=[C:12]([CH2:17][N:18]([CH2:20][C:21]3[CH:26]=[CH:25][CH:24]=[CH:23][CH:22]=3)[CH3:19])[CH:13]=2)[N:8]([CH2:28][C:29]2[C:34]([F:35])=[CH:33][CH:32]=[CH:31][C:30]=2[F:36])[CH:7]=1)=[O:5])[CH3:2], predict the reactants needed to synthesize it. (3) Given the product [Br:22][C:23]1[CH:31]=[CH:30][C:26]([C:27]([N:8]([C:3]2[C:2]([CH3:1])=[CH:7][CH:6]=[CH:5][N:4]=2)[C@@H:9]2[CH2:14][CH2:13][CH2:12][N:11]([C:15]([O:17][C:18]([CH3:21])([CH3:20])[CH3:19])=[O:16])[CH2:10]2)=[O:28])=[CH:25][CH:24]=1, predict the reactants needed to synthesize it. The reactants are: [CH3:1][C:2]1[C:3]([NH:8][C@@H:9]2[CH2:14][CH2:13][CH2:12][N:11]([C:15]([O:17][C:18]([CH3:21])([CH3:20])[CH3:19])=[O:16])[CH2:10]2)=[N:4][CH:5]=[CH:6][CH:7]=1.[Br:22][C:23]1[CH:31]=[CH:30][C:26]([C:27](Cl)=[O:28])=[CH:25][CH:24]=1.C[Si]([N-][Si](C)(C)C)(C)C.[Li+]. (4) Given the product [CH3:17][N:18]1[CH:22]=[CH:21][N:20]=[C:19]1/[CH:23]=[CH:9]/[C:10]([O:12][CH3:13])=[O:11], predict the reactants needed to synthesize it. The reactants are: C(OP([CH2:9][C:10]([O:12][CH2:13]C)=[O:11])(OCC)=O)C.[H-].[Na+].[CH3:17][N:18]1[CH:22]=[CH:21][N:20]=[C:19]1[CH:23]=O.O. (5) Given the product [Cl:1][C:2]1[CH:9]=[CH:8][CH:7]=[C:6]([O:10][C:11]2[CH:12]=[N:13][C:14]3[C:19]([CH:20]=2)=[CH:18][CH:17]=[CH:16][CH:15]=3)[C:3]=1[C:4]([NH2:5])=[O:21], predict the reactants needed to synthesize it. The reactants are: [Cl:1][C:2]1[CH:9]=[CH:8][CH:7]=[C:6]([O:10][C:11]2[CH:12]=[N:13][C:14]3[C:19]([CH:20]=2)=[CH:18][CH:17]=[CH:16][CH:15]=3)[C:3]=1[C:4]#[N:5].[OH-:21].[Na+]. (6) Given the product [Br:1][C:2]1[N:3]=[C:4]([NH:8][C:9]2[S:10][CH:13]=[CH:14][N:11]=2)[CH:5]=[CH:6][CH:7]=1, predict the reactants needed to synthesize it. The reactants are: [Br:1][C:2]1[CH:7]=[CH:6][CH:5]=[C:4]([NH:8][C:9]([NH2:11])=[S:10])[N:3]=1.Cl[CH2:13][CH:14]=O.